This data is from Reaction yield outcomes from USPTO patents with 853,638 reactions. The task is: Predict the reaction yield, written as a fraction of the theoretical maximum amount of product (1.0 means a 100% yield; for example, 0.34 means a 34% yield). (1) The reactants are [CH2:1]([N:8]1[C:12]([C:13]2[CH:18]=[CH:17][CH:16]=[CH:15][C:14]=2[C:19]2[CH:24]=[CH:23][C:22]([CH2:25][NH:26][C:27]3[C:36]([N+:37]([O-])=O)=[CH:35][CH:34]=[CH:33][C:28]=3[C:29]([O:31][CH3:32])=[O:30])=[CH:21][CH:20]=2)=[N:11][N:10]=[N:9]1)[C:2]1[CH:7]=[CH:6][CH:5]=[CH:4][CH:3]=1.O.O.[Sn](Cl)Cl. The catalyst is CO. The product is [CH2:1]([N:8]1[C:12]([C:13]2[CH:18]=[CH:17][CH:16]=[CH:15][C:14]=2[C:19]2[CH:24]=[CH:23][C:22]([CH2:25][NH:26][C:27]3[C:36]([NH2:37])=[CH:35][CH:34]=[CH:33][C:28]=3[C:29]([O:31][CH3:32])=[O:30])=[CH:21][CH:20]=2)=[N:11][N:10]=[N:9]1)[C:2]1[CH:7]=[CH:6][CH:5]=[CH:4][CH:3]=1. The yield is 0.840. (2) The reactants are [CH2:1]([C@@H:8]1[NH:13][CH2:12][CH2:11][N:10]([C:14]2[CH:19]=[CH:18][C:17]([O:20][CH3:21])=[C:16]([O:22][CH:23]3[CH2:26][CH2:25][CH2:24]3)[CH:15]=2)[CH2:9]1)[C:2]1[CH:7]=[CH:6][CH:5]=[CH:4][CH:3]=1.C(N(C(C)C)CC)(C)C.Cl[C:37]([O:39][CH3:40])=[O:38]. No catalyst specified. The product is [CH2:1]([C@H:8]1[CH2:9][N:10]([C:14]2[CH:19]=[CH:18][C:17]([O:20][CH3:21])=[C:16]([O:22][CH:23]3[CH2:26][CH2:25][CH2:24]3)[CH:15]=2)[CH2:11][CH2:12][N:13]1[C:37]([O:39][CH3:40])=[O:38])[C:2]1[CH:3]=[CH:4][CH:5]=[CH:6][CH:7]=1. The yield is 0.490. (3) The reactants are [CH3:1][C:2]1[O:3][C:4]([CH3:9])=[C:5]([CH3:8])[C:6]=1[CH3:7].CC(=[O:13])C. No catalyst specified. The product is [CH3:7][CH:6]([CH:5]([CH3:8])[C:4](=[O:3])[CH3:9])[C:2](=[O:13])[CH3:1]. The yield is 0.425. (4) The reactants are [Cl:1][C:2]1[CH:7]=[C:6]([CH3:8])[C:5]([N+:9]([O-:11])=[O:10])=[CH:4][N:3]=1.[CH3:12][N:13]([CH:15]=O)[CH3:14]. No catalyst specified. The product is [Cl:1][C:2]1[CH:7]=[C:6]([CH:8]=[CH:12][N:13]([CH3:15])[CH3:14])[C:5]([N+:9]([O-:11])=[O:10])=[CH:4][N:3]=1. The yield is 0.900. (5) The reactants are [Br:1][C:2]1[CH:3]=[C:4]2[C:8](=[CH:9][CH:10]=1)[NH:7][C:6]1[CH2:11][N:12]([C:15]([O:17][C:18]([CH3:21])([CH3:20])[CH3:19])=[O:16])[CH2:13][CH2:14][C:5]2=1.[H-].[Na+].[CH3:24]I. The catalyst is CN(C=O)C.C(Cl)Cl. The product is [Br:1][C:2]1[CH:3]=[C:4]2[C:8](=[CH:9][CH:10]=1)[N:7]([CH3:24])[C:6]1[CH2:11][N:12]([C:15]([O:17][C:18]([CH3:21])([CH3:20])[CH3:19])=[O:16])[CH2:13][CH2:14][C:5]2=1. The yield is 0.360. (6) The reactants are [N:1]1([C:7]2[CH:12]=[CH:11][C:10]([NH2:13])=[CH:9][CH:8]=2)[CH2:6][CH2:5][O:4][CH2:3][CH2:2]1.[CH2:14]([N:16]1[CH2:21][CH2:20][N:19]([C:22]2[CH:23]=[C:24]([O:35][CH3:36])[CH:25]=[C:26]3[C:31]=2[O:30][CH:29]([C:32](O)=[O:33])[CH2:28][CH2:27]3)[CH2:18][CH2:17]1)[CH3:15]. No catalyst specified. The product is [CH2:14]([N:16]1[CH2:21][CH2:20][N:19]([C:22]2[CH:23]=[C:24]([O:35][CH3:36])[CH:25]=[C:26]3[C:31]=2[O:30][CH:29]([C:32]([NH:13][C:10]2[CH:9]=[CH:8][C:7]([N:1]4[CH2:2][CH2:3][O:4][CH2:5][CH2:6]4)=[CH:12][CH:11]=2)=[O:33])[CH2:28][CH2:27]3)[CH2:18][CH2:17]1)[CH3:15]. The yield is 0.200. (7) The reactants are Cl[C:2]1[N:7]=[C:6]([Cl:8])[C:5]([C:9]([O:11][CH3:12])=[O:10])=[CH:4][N:3]=1.[CH:13]([C@H:16]1[NH:21][CH2:20][CH2:19][N:18]2[C:22]3[CH:28]=[C:27]([S:29]([CH3:32])(=[O:31])=[O:30])[C:26]([C:33]([O:35][CH3:36])=[O:34])=[CH:25][C:23]=3[N:24]=[C:17]12)([CH3:15])[CH3:14].O. The catalyst is ClC(Cl)C.C(O)(C)(C)C.[Cl-].[Cl-].[Zn+2]. The product is [Cl:8][C:6]1[C:5]([C:9]([O:11][CH3:12])=[O:10])=[CH:4][N:3]=[C:2]([N:21]2[CH2:20][CH2:19][N:18]3[C:22]4[CH:28]=[C:27]([S:29]([CH3:32])(=[O:30])=[O:31])[C:26]([C:33]([O:35][CH3:36])=[O:34])=[CH:25][C:23]=4[N:24]=[C:17]3[C@H:16]2[CH:13]([CH3:15])[CH3:14])[N:7]=1. The yield is 0.773. (8) The reactants are [C:1]([O:5][C:6]([N:8]1[CH2:13][CH2:12][CH:11]([C:14](=[O:22])[C:15]2[CH:20]=[CH:19][C:18]([F:21])=[CH:17][CH:16]=2)[CH2:10][CH2:9]1)=[O:7])([CH3:4])([CH3:3])[CH3:2].CC(O)(C)C.C(O[K])(C)(C)C.C1C=CC(S(N(S(C2C=CC=CC=2)(=O)=O)[F:44])(=O)=O)=CC=1. The catalyst is CN(C=O)C. The product is [C:1]([O:5][C:6]([N:8]1[CH2:13][CH2:12][C:11]([F:44])([C:14](=[O:22])[C:15]2[CH:16]=[CH:17][C:18]([F:21])=[CH:19][CH:20]=2)[CH2:10][CH2:9]1)=[O:7])([CH3:4])([CH3:2])[CH3:3]. The yield is 0.580.